Dataset: Full USPTO retrosynthesis dataset with 1.9M reactions from patents (1976-2016). Task: Predict the reactants needed to synthesize the given product. (1) Given the product [CH:1]1([NH:4][C:5](=[O:13])[C:6]2[CH:11]=[CH:10][C:9]([N:29]3[CH2:30][CH2:31][CH:26]([O:25][C:23]4[CH:22]=[CH:21][C:19]5[O:20][CH:15]([CH3:14])[C:16](=[O:32])[NH:17][C:18]=5[CH:24]=4)[CH2:27][CH2:28]3)=[CH:8][CH:7]=2)[CH2:3][CH2:2]1, predict the reactants needed to synthesize it. The reactants are: [CH:1]1([NH:4][C:5](=[O:13])[C:6]2[CH:11]=[CH:10][C:9](F)=[CH:8][CH:7]=2)[CH2:3][CH2:2]1.[CH3:14][CH:15]1[O:20][C:19]2[CH:21]=[CH:22][C:23]([O:25][CH:26]3[CH2:31][CH2:30][NH:29][CH2:28][CH2:27]3)=[CH:24][C:18]=2[NH:17][C:16]1=[O:32]. (2) Given the product [Cl:12][C:8]1[CH:7]=[C:6]([NH:5][CH2:4][C:3]([OH:13])=[O:2])[CH:11]=[CH:10][CH:9]=1, predict the reactants needed to synthesize it. The reactants are: C[O:2][C:3](=[O:13])[CH2:4][NH:5][C:6]1[CH:11]=[CH:10][CH:9]=[C:8]([Cl:12])[CH:7]=1.[OH-].[Na+].O. (3) Given the product [F:1][C:2]1[CH:28]=[CH:27][CH:26]=[C:25]([F:29])[C:3]=1[C:4]([N:6]([CH3:32])[C:7]([N:8]([C:10]1[CH:15]=[CH:14][C:13]([C:16]([O:18][C:19]([CH3:22])([CH3:21])[CH3:20])=[O:17])=[CH:12][C:11]=1[F:23])[CH3:9])=[O:24])=[O:5], predict the reactants needed to synthesize it. The reactants are: [F:1][C:2]1[CH:28]=[CH:27][CH:26]=[C:25]([F:29])[C:3]=1[C:4]([NH:6][C:7](=[O:24])[N:8]([C:10]1[CH:15]=[CH:14][C:13]([C:16]([O:18][C:19]([CH3:22])([CH3:21])[CH3:20])=[O:17])=[CH:12][C:11]=1[F:23])[CH3:9])=[O:5].[H-].[Na+].[CH3:32]I.[Cl-].[NH4+]. (4) Given the product [C:1]([C:3]1([NH:6][C:7]([C@@H:9]2[CH2:13][C@@H:12]([S:14]([C:17]3[CH:22]=[CH:21][CH:20]=[CH:19][C:18]=3[O:23][CH3:24])(=[O:16])=[O:15])[CH2:11][N:10]2[C:40]([CH:37]2[CH2:38][CH2:39][N:36]2[CH:33]2[CH2:32][CH2:31][N:30]([C:28]([O:27][CH2:25][CH3:26])=[O:29])[CH2:35][CH2:34]2)=[O:41])=[O:8])[CH2:5][CH2:4]1)#[N:2], predict the reactants needed to synthesize it. The reactants are: [C:1]([C:3]1([NH:6][C:7]([C@@H:9]2[CH2:13][C@@H:12]([S:14]([C:17]3[CH:22]=[CH:21][CH:20]=[CH:19][C:18]=3[O:23][CH3:24])(=[O:16])=[O:15])[CH2:11][NH:10]2)=[O:8])[CH2:5][CH2:4]1)#[N:2].[CH2:25]([O:27][C:28]([N:30]1[CH2:35][CH2:34][CH:33]([N:36]2[CH2:39][CH2:38][CH:37]2[C:40]([O-])=[O:41])[CH2:32][CH2:31]1)=[O:29])[CH3:26].[Li+]. (5) Given the product [Cl:1][C:2]1[N:3]=[C:4]2[CH:9]=[C:8]([O:10][CH3:11])[CH:7]=[CH:6][N:5]2[C:12]=1[C:13]1[N:14]=[C:15]([CH3:20])[N:16]=[C:17]([NH2:27])[N:18]=1, predict the reactants needed to synthesize it. The reactants are: [Cl:1][C:2]1[N:3]=[C:4]2[CH:9]=[C:8]([O:10][CH3:11])[CH:7]=[CH:6][N:5]2[C:12]=1[C:13]1[N:18]=[C:17](Cl)[N:16]=[C:15]([CH3:20])[N:14]=1.O1CCOCC1.[NH3:27]. (6) Given the product [C:19]1([C:18]2[C:12]3[C:13](=[CH:14][N:15]=[C:10]([C:4]4[CH:5]=[N:1][NH:2][CH:3]=4)[CH:11]=3)[NH:16][N:17]=2)[CH:20]=[CH:21][CH:22]=[CH:23][CH:24]=1, predict the reactants needed to synthesize it. The reactants are: [NH:1]1[CH:5]=[C:4](B(O)O)[CH:3]=[N:2]1.Br[C:10]1[CH:11]=[C:12]2[C:18]([C:19]3[CH:24]=[CH:23][CH:22]=[CH:21][CH:20]=3)=[N:17][N:16](C3CCCCO3)[C:13]2=[CH:14][N:15]=1. (7) Given the product [CH3:1][O:2][C:3]([N:5]1[CH2:14][CH2:13][C:12]2[N:11]=[C:10]([Cl:15])[CH:9]=[CH:8][C:7]=2[C:6]1=[O:19])=[O:4], predict the reactants needed to synthesize it. The reactants are: [CH3:1][O:2][C:3]([N:5]1[CH2:14][CH2:13][C:12]2[N:11]=[C:10]([Cl:15])[CH:9]=[CH:8][C:7]=2[CH2:6]1)=[O:4].CC#N.[OH2:19].